From a dataset of Reaction yield outcomes from USPTO patents with 853,638 reactions. Predict the reaction yield, written as a fraction of the theoretical maximum amount of product (1.0 means a 100% yield; for example, 0.34 means a 34% yield). The reactants are Cl[C:2]1[O:3][C:4]2[CH:10]=[CH:9][CH:8]=[CH:7][C:5]=2[N:6]=1.[N:11]12[CH2:19][CH2:18][CH:15]([CH2:16][CH2:17]1)[NH:14][CH2:13][CH2:12]2.CCN(C(C)C)C(C)C. The catalyst is CO.C(Cl)(Cl)Cl.C([O-])(O)=O.[Na+]. The product is [O:3]1[C:4]2[CH:10]=[CH:9][CH:8]=[CH:7][C:5]=2[N:6]=[C:2]1[N:14]1[CH:15]2[CH2:18][CH2:19][N:11]([CH2:17][CH2:16]2)[CH2:12][CH2:13]1. The yield is 0.350.